The task is: Predict the reactants needed to synthesize the given product.. This data is from Full USPTO retrosynthesis dataset with 1.9M reactions from patents (1976-2016). Given the product [Cl:24][C:25]1[CH:30]=[C:29]([C:6]2[N:7]=[C:8]([N:10]3[C:14]4[CH:15]=[C:16]([O:21][CH3:22])[C:17]([O:19][CH3:20])=[CH:18][C:13]=4[N:12]=[CH:11]3)[S:9][C:5]=2[C:3]([OH:2])=[O:4])[CH:28]=[CH:27][N:26]=1, predict the reactants needed to synthesize it. The reactants are: C[O:2][C:3]([C:5]1[S:9][C:8]([N:10]2[C:14]3[CH:15]=[C:16]([O:21][CH3:22])[C:17]([O:19][CH3:20])=[CH:18][C:13]=3[N:12]=[CH:11]2)=[N:7][C:6]=1Br)=[O:4].[Cl:24][C:25]1(B(O)O)[CH:30]=[CH:29][CH:28]=[CH:27][NH:26]1.